This data is from Forward reaction prediction with 1.9M reactions from USPTO patents (1976-2016). The task is: Predict the product of the given reaction. Given the reactants [CH3:1][C:2]([C:8]1[CH2:12][CH:11]=[CH:10][CH:9]=1)([CH3:7])[CH2:3][CH:4]([CH3:6])[CH3:5].[CH3:13][C:14]([CH3:16])=O.N1CCCC1, predict the reaction product. The product is: [CH3:7][C:2]([C:8]1[CH:12]=[CH:11][C:10](=[C:14]([CH3:16])[CH3:13])[CH:9]=1)([CH3:1])[CH2:3][CH:4]([CH3:6])[CH3:5].